Task: Predict the product of the given reaction.. Dataset: Forward reaction prediction with 1.9M reactions from USPTO patents (1976-2016) (1) Given the reactants [C:1]([C@H:3]([CH3:27])[CH2:4][CH2:5][CH2:6][CH2:7][N:8]1[C:16](=[O:17])[C:15]2[N:14]3[CH2:18][CH2:19][N:20](COCC)[C:13]3=[N:12][C:11]=2[N:10]([CH3:25])[C:9]1=[O:26])#[N:2].Cl, predict the reaction product. The product is: [C:1]([C@H:3]([CH3:27])[CH2:4][CH2:5][CH2:6][CH2:7][N:8]1[C:16](=[O:17])[C:15]2[N:14]3[CH2:18][CH2:19][NH:20][C:13]3=[N:12][C:11]=2[N:10]([CH3:25])[C:9]1=[O:26])#[N:2]. (2) Given the reactants [CH2:1]1[O:13][C:12]2[CH:11]=[CH:10][C:5]([NH:6][C:7](=[O:9])[CH3:8])=[CH:4][C:3]=2[O:2]1.[I:14]Cl.[O-]S([O-])(=S)=O.[Na+].[Na+], predict the reaction product. The product is: [I:14][C:10]1[C:5]([NH:6][C:7](=[O:9])[CH3:8])=[CH:4][C:3]2[O:2][CH2:1][O:13][C:12]=2[CH:11]=1.